Dataset: Full USPTO retrosynthesis dataset with 1.9M reactions from patents (1976-2016). Task: Predict the reactants needed to synthesize the given product. (1) The reactants are: C(N1C2C(=CC(C)=CC=2)C(O)([CH2:13][C:14]2[CH:19]=[C:18]([O:20][CH3:21])[C:17]([O:22][CH3:23])=[C:16]([O:24][CH3:25])[CH:15]=2)C1=O)C.C([O:36][CH:37]1[C:45]2[C:40](=[CH:41][CH:42]=[C:43]([CH3:46])[CH:44]=2)[N:39]([CH2:47][CH:48]([CH3:50])[CH3:49])[C:38]1=[O:51])(=O)C1C=CC=CC=1. Given the product [OH:36][C:37]1([CH2:13][C:14]2[CH:15]=[C:16]([O:24][CH3:25])[C:17]([O:22][CH3:23])=[C:18]([O:20][CH3:21])[CH:19]=2)[C:45]2[C:40](=[CH:41][CH:42]=[C:43]([CH3:46])[CH:44]=2)[N:39]([CH2:47][CH:48]([CH3:49])[CH3:50])[C:38]1=[O:51], predict the reactants needed to synthesize it. (2) Given the product [C:1]([C:3]1[CH:8]=[CH:7][C:6]([C@@H:9]2[O:27][CH2:26][C@:12]3([C:28]4[CH:33]=[CH:32][C:31]([F:34])=[CH:30][C:29]=4[F:35])[N:13]=[C:14]([NH:17][C:18](=[O:25])[C:19]4[CH:20]=[CH:21][CH:22]=[CH:23][CH:24]=4)[S:15][CH2:16][C@@H:11]3[CH2:10]2)=[CH:5][CH:4]=1)#[N:2], predict the reactants needed to synthesize it. The reactants are: [C:1]([C:3]1[CH:8]=[CH:7][C:6]([C:9]2[O:27][CH2:26][C@:12]3([C:28]4[CH:33]=[CH:32][C:31]([F:34])=[CH:30][C:29]=4[F:35])[N:13]=[C:14]([NH:17][C:18](=[O:25])[C:19]4[CH:24]=[CH:23][CH:22]=[CH:21][CH:20]=4)[S:15][CH2:16][C@@H:11]3[CH:10]=2)=[CH:5][CH:4]=1)#[N:2].C([SiH](CC)CC)C.FC(F)(F)C(O)=O.C(=O)(O)[O-].[Na+]. (3) Given the product [Br:14][C:15]1[CH:16]=[CH:17][C:18]([CH2:1][CH3:2])=[C:19]([CH:21]2[C:22](=[O:27])[CH:23]=[CH:24][C:25]2=[O:26])[CH:20]=1, predict the reactants needed to synthesize it. The reactants are: [CH3:1][C:2](C)=O.OS(O)(=O)=O.O=[Cr](=O)=O.[Br:14][C:15]1[C:16](CC)=[CH:17][CH:18]=[C:19]([CH:21]2[C:25](=[O:26])[CH:24]=[CH:23][CH:22]2[OH:27])[CH:20]=1. (4) Given the product [CH:19]1([CH:14]([C:12]2[C:11]([CH:16]([CH3:18])[CH3:17])=[N:10][N:9]([C:5]3[CH:6]=[CH:7][CH:8]=[C:3]([O:2][CH3:1])[CH:4]=3)[CH:13]=2)[OH:15])[CH2:24][CH2:23][CH2:22][CH2:21][CH2:20]1, predict the reactants needed to synthesize it. The reactants are: [CH3:1][O:2][C:3]1[CH:4]=[C:5]([N:9]2[CH:13]=[C:12]([CH:14]=[O:15])[C:11]([CH:16]([CH3:18])[CH3:17])=[N:10]2)[CH:6]=[CH:7][CH:8]=1.[CH:19]1([Mg]Br)[CH2:24][CH2:23][CH2:22][CH2:21][CH2:20]1. (5) Given the product [F:60][C:57]1[CH:58]=[CH:59][C:54]([CH2:46][C:45]([O:48][C:49]([CH3:52])([CH3:51])[CH3:50])=[O:47])=[N:55][CH:56]=1, predict the reactants needed to synthesize it. The reactants are: CN(C1C(C2C(P(C3CCCCC3)C3CCCCC3)=CC=CC=2)=CC=CC=1)C.[Li+].C[Si]([N-][Si](C)(C)C)(C)C.CCCCCC.[C:45]([O:48][C:49]([CH3:52])([CH3:51])[CH3:50])(=[O:47])[CH3:46].Br[C:54]1[CH:59]=[CH:58][C:57]([F:60])=[CH:56][N:55]=1. (6) Given the product [N:1]1[C:2]2[C:3](=[CH:4][C:5]([CH:8]([CH3:12])[C:9]([OH:11])=[O:10])=[CH:6][CH:7]=2)[CH:22]=[CH:20][CH:19]=1, predict the reactants needed to synthesize it. The reactants are: [NH2:1][C:2]1[CH:7]=[CH:6][C:5]([CH:8]([CH3:12])[C:9]([OH:11])=[O:10])=[CH:4][CH:3]=1.S(=O)(=O)(O)O.O[CH2:19][CH:20]([CH2:22]O)O. (7) Given the product [F:14][C:15]([F:31])([F:30])[C:16]1[CH:17]=[C:18]([S:26]([N:7]2[CH2:33][C:34](=[O:35])[C:13]3[CH:12]=[CH:11][CH:10]=[CH:9][C:8]=3[C:1]3[CH:6]=[CH:5][CH:4]=[CH:3][C:2]2=3)(=[O:28])=[O:27])[CH:19]=[C:20]([C:22]([F:25])([F:24])[F:23])[CH:21]=1, predict the reactants needed to synthesize it. The reactants are: [C:1]1([C:8]2[CH:13]=[CH:12][CH:11]=[CH:10][CH:9]=2)[C:2]([NH2:7])=[CH:3][CH:4]=[CH:5][CH:6]=1.[F:14][C:15]([F:31])([F:30])[C:16]1[CH:17]=[C:18]([S:26](Cl)(=[O:28])=[O:27])[CH:19]=[C:20]([C:22]([F:25])([F:24])[F:23])[CH:21]=1.Br[CH2:33][C:34](OCC)=[O:35]. (8) Given the product [C:11]([O:15][C:16]([N:18]1[CH2:23][CH2:22][CH2:21][CH:20]([CH2:24][N:8]2[C:6]3=[N:7][C:2]([Cl:1])=[N:3][CH:4]=[C:5]3[CH:10]=[N:9]2)[CH2:19]1)=[O:17])([CH3:14])([CH3:12])[CH3:13], predict the reactants needed to synthesize it. The reactants are: [Cl:1][C:2]1[N:7]=[C:6]2[NH:8][N:9]=[CH:10][C:5]2=[CH:4][N:3]=1.[C:11]([O:15][C:16]([N:18]1[CH2:23][CH2:22][CH2:21][CH:20]([CH2:24]OS(C)(=O)=O)[CH2:19]1)=[O:17])([CH3:14])([CH3:13])[CH3:12].C(=O)([O-])[O-].[K+].[K+].O. (9) Given the product [CH2:28]([CH:30]([CH2:34][CH2:35][CH2:36][CH3:37])[C:31]([O-:33])=[O:32])[CH3:29].[CH2:24]([Sn+:5]([CH2:1][CH2:2][CH2:3][CH3:4])[CH2:20][CH2:21][CH2:22][CH3:23])[CH2:25][CH2:26][CH3:27], predict the reactants needed to synthesize it. The reactants are: [CH2:1]([Sn:5]([CH2:24][CH2:25][CH2:26][CH3:27])([CH2:20][CH2:21][CH2:22][CH3:23])O[Sn:5]([CH2:1][CH2:2][CH2:3][CH3:4])([CH2:20][CH2:21][CH2:22][CH3:23])[CH2:24][CH2:25][CH2:26][CH3:27])[CH2:2][CH2:3][CH3:4].[CH2:28]([CH:30]([CH2:34][CH2:35][CH2:36][CH3:37])[C:31]([OH:33])=[O:32])[CH3:29].